Task: Regression. Given two drug SMILES strings and cell line genomic features, predict the synergy score measuring deviation from expected non-interaction effect.. Dataset: NCI-60 drug combinations with 297,098 pairs across 59 cell lines (1) Drug 1: CC(C1=C(C=CC(=C1Cl)F)Cl)OC2=C(N=CC(=C2)C3=CN(N=C3)C4CCNCC4)N. Drug 2: C(CCl)NC(=O)N(CCCl)N=O. Cell line: SK-OV-3. Synergy scores: CSS=-3.92, Synergy_ZIP=-0.526, Synergy_Bliss=-5.03, Synergy_Loewe=-11.2, Synergy_HSA=-6.58. (2) Drug 1: CCC1=CC2CC(C3=C(CN(C2)C1)C4=CC=CC=C4N3)(C5=C(C=C6C(=C5)C78CCN9C7C(C=CC9)(C(C(C8N6C)(C(=O)OC)O)OC(=O)C)CC)OC)C(=O)OC.C(C(C(=O)O)O)(C(=O)O)O. Cell line: COLO 205. Drug 2: C1=CN(C=N1)CC(O)(P(=O)(O)O)P(=O)(O)O. Synergy scores: CSS=24.4, Synergy_ZIP=1.06, Synergy_Bliss=1.32, Synergy_Loewe=-38.7, Synergy_HSA=0.478. (3) Cell line: EKVX. Synergy scores: CSS=14.8, Synergy_ZIP=3.08, Synergy_Bliss=2.05, Synergy_Loewe=-39.0, Synergy_HSA=0.0155. Drug 2: C(=O)(N)NO. Drug 1: CC12CCC3C(C1CCC2=O)CC(=C)C4=CC(=O)C=CC34C.